Predict the reaction yield, written as a fraction of the theoretical maximum amount of product (1.0 means a 100% yield; for example, 0.34 means a 34% yield). From a dataset of Reaction yield outcomes from USPTO patents with 853,638 reactions. (1) The reactants are [CH3:1][O:2][C:3]([C:5]1[CH:14]=[C:13]([O:15][CH2:16][C:17](O)=[O:18])[C:12]2[C:7](=[CH:8][C:9]([Cl:21])=[CH:10][C:11]=2[Cl:20])[CH:6]=1)=[O:4].S(Cl)([Cl:24])=O. No catalyst specified. The product is [CH3:1][O:2][C:3]([C:5]1[CH:14]=[C:13]([O:15][CH2:16][C:17]([Cl:24])=[O:18])[C:12]2[C:7](=[CH:8][C:9]([Cl:21])=[CH:10][C:11]=2[Cl:20])[CH:6]=1)=[O:4]. The yield is 0.920. (2) The reactants are [Li]CCCC.Br[C:7]1[CH:12]=[C:11]([CH3:13])[C:10]([C:14]([F:25])([F:24])[CH2:15][O:16][Si:17]([C:20]([CH3:23])([CH3:22])[CH3:21])([CH3:19])[CH3:18])=[C:9]([CH3:26])[CH:8]=1.[B:27](OC)([O:30]C)[O:28]C. The catalyst is C1COCC1. The product is [Si:17]([O:16][CH2:15][C:14]([C:10]1[C:11]([CH3:13])=[CH:12][C:7]([B:27]([OH:30])[OH:28])=[CH:8][C:9]=1[CH3:26])([F:25])[F:24])([C:20]([CH3:23])([CH3:22])[CH3:21])([CH3:19])[CH3:18]. The yield is 0.820. (3) The reactants are [Cl:1][C:2]1[CH:7]=[C:6]([N+:8]([O-:10])=[O:9])[C:5]([O:11][CH3:12])=[CH:4][C:3]=1[N:13]1[CH2:18][CH2:17][CH:16]([N:19]2[CH2:24][CH2:23][NH:22][CH2:21][CH2:20]2)[CH2:15][CH2:14]1.[CH3:25][S:26]([CH:29]=[CH2:30])(=[O:28])=[O:27].CS(C)=O. The catalyst is C1COCC1. The product is [Cl:1][C:2]1[CH:7]=[C:6]([N+:8]([O-:10])=[O:9])[C:5]([O:11][CH3:12])=[CH:4][C:3]=1[N:13]1[CH2:18][CH2:17][CH:16]([N:19]2[CH2:20][CH2:21][N:22]([CH2:30][CH2:29][S:26]([CH3:25])(=[O:28])=[O:27])[CH2:23][CH2:24]2)[CH2:15][CH2:14]1. The yield is 0.570. (4) The yield is 0.200. The product is [NH2:24][C:16]1[N:15]=[C:14]([C:11]2[CH:12]=[C:13]3[C:5]([C:41]4[CH:49]=[CH:48][C:44]([C:45]([OH:47])=[O:46])=[C:43]([F:50])[CH:42]=4)=[CH:6][NH:7][C:8]3=[N:9][CH:10]=2)[C:23]2[C:18]([CH:17]=1)=[CH:19][CH:20]=[CH:21][CH:22]=2. The catalyst is O.O1CCOCC1.O. The reactants are ClCCl.Br[C:5]1[C:13]2[C:8](=[N:9][CH:10]=[C:11]([C:14]3[C:23]4[C:18](=[CH:19][CH:20]=[CH:21][CH:22]=4)[CH:17]=[C:16]([NH:24]C(OC(C)(C)C)=O)[N:15]=3)[CH:12]=2)[N:7](C(OC(C)(C)C)=O)[CH:6]=1.OB(O)[C:41]1[CH:49]=[CH:48][C:44]([C:45]([OH:47])=[O:46])=[C:43]([F:50])[CH:42]=1.C(=O)([O-])[O-].[K+].[K+].Cl. (5) The reactants are [I:1][C:2]1[CH:3]=[C:4]([C:11]([OH:13])=[O:12])[CH:5]=[C:6]([CH:10]=1)[C:7]([OH:9])=[O:8].[OH-].[Na+].[CH3:16]C(C)=O.O. The catalyst is CO. The product is [CH3:16][O:12][C:11](=[O:13])[C:4]1[CH:3]=[C:2]([I:1])[CH:10]=[C:6]([C:7]([OH:9])=[O:8])[CH:5]=1. The yield is 0.770.